This data is from Reaction yield outcomes from USPTO patents with 853,638 reactions. The task is: Predict the reaction yield, written as a fraction of the theoretical maximum amount of product (1.0 means a 100% yield; for example, 0.34 means a 34% yield). The reactants are [Br:1][C:2]1[CH:9]=[CH:8][C:5]([CH:6]=O)=[CH:4][CH:3]=1.[C:10]([CH2:12][C:13]([O:15][CH2:16][CH3:17])=[O:14])#[N:11].N1CCCCC1. The catalyst is C1(C)C=CC=CC=1. The product is [CH2:16]([O:15][C:13](=[O:14])[C:12]([C:10]#[N:11])=[CH:6][C:5]1[CH:8]=[CH:9][C:2]([Br:1])=[CH:3][CH:4]=1)[CH3:17]. The yield is 0.890.